The task is: Predict the reactants needed to synthesize the given product.. This data is from Full USPTO retrosynthesis dataset with 1.9M reactions from patents (1976-2016). (1) The reactants are: Br[C:2]1[CH:3]=[C:4]([NH:10][C:11]2[CH:19]=[C:14]3[CH2:15][O:16][CH2:17][CH2:18][N:13]3[N:12]=2)[C:5](=[O:9])[N:6]([CH3:8])[CH:7]=1.[CH3:20][C:21]1([CH3:37])[C:25]([CH3:27])([CH3:26])[O:24][B:23]([B:23]2[O:24][C:25]([CH3:27])([CH3:26])[C:21]([CH3:37])([CH3:20])[O:22]2)[O:22]1.C([O-])(=O)C.[K+].C(Cl)Cl. Given the product [N:12]1[N:13]2[C:14]([CH2:15][O:16][CH2:17][CH2:18]2)=[CH:19][C:11]=1[NH:10][C:4]1[C:5](=[O:9])[N:6]([CH3:8])[CH:7]=[C:2]([B:23]2[O:24][C:25]([CH3:27])([CH3:26])[C:21]([CH3:37])([CH3:20])[O:22]2)[CH:3]=1, predict the reactants needed to synthesize it. (2) The reactants are: Cl.[NH2:2][C@H:3]([C:8]([OH:10])=[O:9])[CH2:4][CH:5]([CH3:7])[CH3:6].[OH-].[Na+]. Given the product [NH2:2][C@H:3]([C:8]([OH:10])=[O:9])[CH2:4][CH:5]([CH3:7])[CH3:6], predict the reactants needed to synthesize it. (3) The reactants are: [OH:1][CH2:2][C@H:3]1CC[CH2:5][N:4]1[CH2:8][C:9]1[S:13][CH:12]=[C:11]([C:14]2[CH:15]=[C:16]3[C:20](=[C:21]([C:23]([NH2:25])=[O:24])[CH:22]=2)[NH:19][CH:18]=[C:17]3[CH:26]2[CH2:31][CH2:30][N:29]([S:32]([CH:35]([CH3:37])[CH3:36])(=[O:34])=[O:33])[CH2:28][CH2:27]2)[CH:10]=1.[NH:38]1CCC[C@@H]1CO. Given the product [NH2:38][C:2](=[O:1])[CH2:3][N:4]([CH2:8][C:9]1[S:13][CH:12]=[C:11]([C:14]2[CH:15]=[C:16]3[C:20](=[C:21]([C:23]([NH2:25])=[O:24])[CH:22]=2)[NH:19][CH:18]=[C:17]3[CH:26]2[CH2:27][CH2:28][N:29]([S:32]([CH:35]([CH3:36])[CH3:37])(=[O:33])=[O:34])[CH2:30][CH2:31]2)[CH:10]=1)[CH3:5], predict the reactants needed to synthesize it. (4) Given the product [Cl:28][CH2:27][CH2:26][N:12]1[C:13]2[CH:18]=[CH:17][CH:16]=[CH:15][C:14]=2[N:10]([CH2:9][CH2:8][O:7][CH:2]2[CH2:3][CH2:4][CH2:5][CH2:6][O:1]2)[C:11]1=[O:19], predict the reactants needed to synthesize it. The reactants are: [O:1]1[CH2:6][CH2:5][CH2:4][CH2:3][CH:2]1[O:7][CH2:8][CH2:9][N:10]1[C:14]2[CH:15]=[CH:16][CH:17]=[CH:18][C:13]=2[NH:12][C:11]1=[O:19].CN(C=O)C.Br[CH2:26][CH2:27][Cl:28]. (5) Given the product [CH3:27][C:5]1[O:4][N:3]=[C:2]([CH3:1])[C:6]=1[C:7]1[CH:19]=[C:18]([C:20]([NH2:22])=[O:21])[C:17]2[C:16]3[C:11](=[CH:12][C:13]([C:23]([OH:26])([CH3:24])[CH3:25])=[CH:14][CH:15]=3)[N:10]([CH2:39][C@@:40]3([F:47])[CH2:45][C@H:44]4[O:46][C@@H:41]3[CH2:42][CH2:43]4)[C:9]=2[CH:8]=1, predict the reactants needed to synthesize it. The reactants are: [CH3:1][C:2]1[C:6]([C:7]2[CH:19]=[C:18]([C:20]([NH2:22])=[O:21])[C:17]3[C:16]4[C:11](=[CH:12][C:13]([C:23]([OH:26])([CH3:25])[CH3:24])=[CH:14][CH:15]=4)[NH:10][C:9]=3[CH:8]=2)=[C:5]([CH3:27])[O:4][N:3]=1.CC1C=CC(S(O[CH2:39][C@@:40]2([F:47])[CH2:45][C@H:44]3[O:46][C@@H:41]2[CH2:42][CH2:43]3)(=O)=O)=CC=1.C([O-])([O-])=O.[Cs+].[Cs+]. (6) Given the product [C:4]([CH2:3][NH:2][C:50](=[O:51])[C:49]1[CH:53]=[CH:54][C:55]([O:57][CH2:58][C:59]2[CH:68]=[CH:67][C:66]3[C:61](=[CH:62][CH:63]=[CH:64][CH:65]=3)[N:60]=2)=[CH:56][C:48]=1[C:40]1([C:42]2[CH:47]=[CH:46][CH:45]=[CH:44][CH:43]=2)[CH2:39][CH:38]([CH3:37])[CH2:41]1)#[N:5], predict the reactants needed to synthesize it. The reactants are: Cl.[NH2:2][CH2:3][C:4]#[N:5].C(N(CC)CC)C.CN(C(ON1N=NC2C=CC=NC1=2)=[N+](C)C)C.F[P-](F)(F)(F)(F)F.[CH3:37][CH:38]1[CH2:41][C:40]([C:48]2[CH:56]=[C:55]([O:57][CH2:58][C:59]3[CH:68]=[CH:67][C:66]4[C:61](=[CH:62][CH:63]=[CH:64][CH:65]=4)[N:60]=3)[CH:54]=[CH:53][C:49]=2[C:50](O)=[O:51])([C:42]2[CH:47]=[CH:46][CH:45]=[CH:44][CH:43]=2)[CH2:39]1. (7) Given the product [Br:27][CH2:24][C:5]1[CH:4]=[C:3]([OH:2])[CH:12]=[C:11]2[C:6]=1[CH2:7][CH:8]([C:16]1[CH:21]=[CH:20][C:19]([OH:22])=[CH:18][CH:17]=1)[CH:9]1[CH2:15][CH2:14][CH2:13][CH:10]12, predict the reactants needed to synthesize it. The reactants are: C[O:2][C:3]1[CH:12]=[C:11]2[C:6]([CH2:7][CH:8]([C:16]3[CH:21]=[CH:20][C:19]([O:22]C)=[CH:18][CH:17]=3)[CH:9]3[CH2:15][CH2:14][CH2:13][CH:10]32)=[C:5]([CH2:24]O)[CH:4]=1.B(Br)(Br)[Br:27].C(Cl)Cl.Cl.